This data is from Full USPTO retrosynthesis dataset with 1.9M reactions from patents (1976-2016). The task is: Predict the reactants needed to synthesize the given product. (1) Given the product [CH3:1][O:2][C:3]1[C:4]([NH:13][C:14]([NH:24][C:23]2[CH:22]=[CH:28][C:27]([CH3:16])=[CH:26][CH:25]=2)=[O:15])=[CH:5][C:6]2[C:7]([CH:8]=1)=[CH:36][CH:35]=[CH:34][CH:9]=2, predict the reactants needed to synthesize it. The reactants are: [CH3:1][O:2][C:3]1[CH:8]=[CH:7][C:6]([C:9](F)(F)F)=[CH:5][C:4]=1[N:13]=[C:14]=[O:15].[C:16](Cl)(Cl)=O.CO[C:22]1[CH:28]=[CH:27][C:26](C(F)(F)F)=[CH:25][C:23]=1[NH2:24].N1C=C[CH:36]=[CH:35][CH:34]=1. (2) Given the product [F:26][C:20]1[CH:21]=[CH:22][CH:23]=[C:24]([F:25])[C:19]=1[C:18]([NH:17][C:16]1[C:12]([C:10]2[NH:9][C:8]3[CH:28]=[C:29]([O:30][CH2:31][CH3:32])[C:5]([C:3]([OH:4])=[O:2])=[CH:6][C:7]=3[N:11]=2)=[N:13][NH:14][CH:15]=1)=[O:27], predict the reactants needed to synthesize it. The reactants are: C[O:2][C:3]([C:5]1[C:29]([O:30][CH2:31][CH3:32])=[CH:28][C:8]2[NH:9][C:10]([C:12]3[C:16]([NH:17][C:18](=[O:27])[C:19]4[C:24]([F:25])=[CH:23][CH:22]=[CH:21][C:20]=4[F:26])=[CH:15][NH:14][N:13]=3)=[N:11][C:7]=2[CH:6]=1)=[O:4]. (3) Given the product [Cl:1][C:2]1[CH:7]=[C:6]([Cl:8])[CH:5]=[CH:4][C:3]=1[C:9]1[N:10]=[C:11](/[CH:16]=[CH:17]/[C:18]2[CH:23]=[CH:22][C:21]([C:24]3[CH:25]=[CH:26][C:27]([O:30][CH2:36][CH2:35][CH:34]([CH3:38])[C:33]([OH:39])=[O:32])=[CH:28][CH:29]=3)=[CH:20][CH:19]=2)[N:12]([CH2:14][CH3:15])[CH:13]=1, predict the reactants needed to synthesize it. The reactants are: [Cl:1][C:2]1[CH:7]=[C:6]([Cl:8])[CH:5]=[CH:4][C:3]=1[C:9]1[N:10]=[C:11](/[CH:16]=[CH:17]/[C:18]2[CH:23]=[CH:22][C:21]([C:24]3[CH:29]=[CH:28][C:27]([OH:30])=[CH:26][CH:25]=3)=[CH:20][CH:19]=2)[N:12]([CH2:14][CH3:15])[CH:13]=1.C[O:32][C:33](=[O:39])[CH:34]([CH3:38])[CH2:35][CH2:36]Br. (4) The reactants are: [NH:1]=[C:2]1[NH:6][C:5](=[O:7])[CH:4]([CH2:8][C:9]2[CH:14]=[CH:13][C:12]([N:15]3[CH2:20][CH2:19][C:18](=O)[CH2:17][CH2:16]3)=[CH:11][CH:10]=2)[S:3]1.[OH:22][C@@H:23]([CH2:36][NH2:37])[CH2:24][O:25][C:26]1[C:34]2[NH:33][C:32](=[O:35])[NH:31][C:30]=2[CH:29]=[CH:28][CH:27]=1. Given the product [OH:22][C@@H:23]([CH2:36][NH:37][CH:18]1[CH2:19][CH2:20][N:15]([C:12]2[CH:13]=[CH:14][C:9]([CH2:8][CH:4]3[S:3][C:2](=[NH:1])[NH:6][C:5]3=[O:7])=[CH:10][CH:11]=2)[CH2:16][CH2:17]1)[CH2:24][O:25][C:26]1[C:34]2[NH:33][C:32](=[O:35])[NH:31][C:30]=2[CH:29]=[CH:28][CH:27]=1, predict the reactants needed to synthesize it. (5) The reactants are: [C:1]12([CH2:11][C:12]([NH:14][C:15]3[C:24]([CH3:25])=[CH:23][CH:22]=[C:21]4[C:16]=3[CH:17]=[CH:18][C:19]([N:26]3[CH2:30][CH2:29][C@H:28]([NH:31][C:32]([N:34]5[CH2:38][CH2:37][C@H:36]([NH:39]C(=O)OC(C)(C)C)[CH2:35]5)=[O:33])[CH2:27]3)=[N:20]4)=[O:13])[CH2:10][CH:5]3[CH2:6][CH:7]([CH2:9][CH:3]([CH2:4]3)[CH2:2]1)[CH2:8]2.[ClH:47].[OH-].[Na+]. Given the product [ClH:47].[ClH:47].[C:1]12([CH2:11][C:12]([NH:14][C:15]3[C:24]([CH3:25])=[CH:23][CH:22]=[C:21]4[C:16]=3[CH:17]=[CH:18][C:19]([N:26]3[CH2:30][CH2:29][C@H:28]([NH:31][C:32]([N:34]5[CH2:38][CH2:37][C@H:36]([NH2:39])[CH2:35]5)=[O:33])[CH2:27]3)=[N:20]4)=[O:13])[CH2:2][CH:3]3[CH2:4][CH:5]([CH2:6][CH:7]([CH2:9]3)[CH2:8]1)[CH2:10]2, predict the reactants needed to synthesize it. (6) Given the product [Cl:18][CH2:19][CH2:20][C:21]([C:13]1[C:14]([OH:15])=[CH:9][C:10]([OH:17])=[CH:11][C:12]=1[OH:16])=[O:22], predict the reactants needed to synthesize it. The reactants are: FC(F)(F)S(O)(=O)=O.[CH:9]1[C:14]([OH:15])=[CH:13][C:12]([OH:16])=[CH:11][C:10]=1[OH:17].[Cl:18][CH2:19][CH2:20][C:21](O)=[O:22].C(Cl)(Cl)Cl. (7) Given the product [OH:37][CH:34]1[CH2:33][CH2:32][N:31]([C:28]2[S:29][CH:30]=[C:26]([CH2:25][N:21]3[CH2:22][CH2:23][CH2:24][N:18]([C:17]4[C:8]([O:7][CH2:6][CH2:5][CH2:4][C:3]([OH:39])=[O:2])=[C:9]([CH3:38])[CH:10]=[C:11]5[C:16]=4[N:15]=[CH:14][CH:13]=[CH:12]5)[CH2:19][CH2:20]3)[N:27]=2)[CH2:36][CH2:35]1, predict the reactants needed to synthesize it. The reactants are: C[O:2][C:3](=[O:39])[CH2:4][CH2:5][CH2:6][O:7][C:8]1[C:17]([N:18]2[CH2:24][CH2:23][CH2:22][N:21]([CH2:25][C:26]3[N:27]=[C:28]([N:31]4[CH2:36][CH2:35][CH:34]([OH:37])[CH2:33][CH2:32]4)[S:29][CH:30]=3)[CH2:20][CH2:19]2)=[C:16]2[C:11]([CH:12]=[CH:13][CH:14]=[N:15]2)=[CH:10][C:9]=1[CH3:38].[OH-].[Na+].CO. (8) Given the product [F:9][C:10]1[CH:15]=[C:14]([F:16])[CH:13]=[CH:12][C:11]=1[N:17]1[C:2](=[O:8])[C:3](=[O:5])[N:20]([CH:21]([CH3:26])[C:22]([CH3:24])([CH3:23])[CH3:25])[C:18]1=[S:19], predict the reactants needed to synthesize it. The reactants are: Cl[C:2](=[O:8])[C:3]([O:5]CC)=O.[F:9][C:10]1[CH:15]=[C:14]([F:16])[CH:13]=[CH:12][C:11]=1[NH:17][C:18]([NH:20][CH:21]([CH3:26])[C:22]([CH3:25])([CH3:24])[CH3:23])=[S:19]. (9) Given the product [OH:21][NH:20][C:1]([C:3]1[CH:4]=[C:5]2[C:9](=[CH:10][CH:11]=1)[N:8]([C:12]([O:14][C:15]([CH3:18])([CH3:17])[CH3:16])=[O:13])[CH:7]=[CH:6]2)=[NH:2], predict the reactants needed to synthesize it. The reactants are: [C:1]([C:3]1[CH:4]=[C:5]2[C:9](=[CH:10][CH:11]=1)[N:8]([C:12]([O:14][C:15]([CH3:18])([CH3:17])[CH3:16])=[O:13])[CH:7]=[CH:6]2)#[N:2].Cl.[NH2:20][OH:21].C([O-])([O-])=O.[Na+].[Na+].